From a dataset of Catalyst prediction with 721,799 reactions and 888 catalyst types from USPTO. Predict which catalyst facilitates the given reaction. Reactant: C(OC([N:8]1[CH2:22][CH2:21][C:11]2[NH:12][C:13](=[O:20])[N:14]([CH2:17][C:18]#[CH:19])[C:15](=[O:16])[C:10]=2[CH2:9]1)=O)(C)(C)C.[ClH:23]. Product: [ClH:23].[CH2:17]([N:14]1[C:15](=[O:16])[C:10]2[CH2:9][NH:8][CH2:22][CH2:21][C:11]=2[NH:12][C:13]1=[O:20])[C:18]#[CH:19]. The catalyst class is: 336.